From a dataset of Full USPTO retrosynthesis dataset with 1.9M reactions from patents (1976-2016). Predict the reactants needed to synthesize the given product. (1) Given the product [Cl:33][C:34]1[CH:39]=[C:38]([Cl:40])[CH:37]=[CH:36][C:35]=1[S:41]([N:11]([CH3:12])[CH2:10][CH2:9][CH2:8][NH:7][C:5]([C@@H:4]([NH:13][C:14]([C:16]1[S:17][C:18]2[CH:24]=[CH:23][CH:22]=[CH:21][C:19]=2[CH:20]=1)=[O:15])[CH2:3][CH:2]([CH3:25])[CH3:1])=[O:6])(=[O:43])=[O:42], predict the reactants needed to synthesize it. The reactants are: [CH3:1][CH:2]([CH3:25])[CH2:3][C@H:4]([NH:13][C:14]([C:16]1[S:17][C:18]2[CH:24]=[CH:23][CH:22]=[CH:21][C:19]=2[CH:20]=1)=[O:15])[C:5]([NH:7][CH2:8][CH2:9][CH2:10][NH:11][CH3:12])=[O:6].C(N(CC)CC)C.[Cl:33][C:34]1[CH:39]=[C:38]([Cl:40])[CH:37]=[CH:36][C:35]=1[S:41](Cl)(=[O:43])=[O:42]. (2) Given the product [OH:21][C:22]1[CH:30]=[CH:29][C:25]([C:26]([NH:1][C:2]2[CH:7]=[CH:6][C:5]([N:8]3[CH2:13][CH2:12][N:11]([C:14]([O:16][C:17]([CH3:20])([CH3:19])[CH3:18])=[O:15])[CH2:10][CH2:9]3)=[CH:4][CH:3]=2)=[O:27])=[CH:24][CH:23]=1, predict the reactants needed to synthesize it. The reactants are: [NH2:1][C:2]1[CH:7]=[CH:6][C:5]([N:8]2[CH2:13][CH2:12][N:11]([C:14]([O:16][C:17]([CH3:20])([CH3:19])[CH3:18])=[O:15])[CH2:10][CH2:9]2)=[CH:4][CH:3]=1.[OH:21][C:22]1[CH:30]=[CH:29][C:25]([C:26](O)=[O:27])=[CH:24][CH:23]=1.CN1CCOCC1.C1CN([P+](ON2N=NC3C=CC=CC2=3)(N2CCCC2)N2CCCC2)CC1.F[P-](F)(F)(F)(F)F.